Task: Predict the reactants needed to synthesize the given product.. Dataset: Full USPTO retrosynthesis dataset with 1.9M reactions from patents (1976-2016) (1) Given the product [C:21]([C@@H:20]([NH:19][C:15]([C:7]1[CH:6]=[N:5][C:4]([CH:1]2[CH2:2][CH2:3]2)=[C:9]([O:10][CH2:11][CH:12]2[CH2:13][CH2:14]2)[N:8]=1)=[O:17])[CH2:24][C:25]1[CH:30]=[CH:29][CH:28]=[CH:27][CH:26]=1)(=[O:22])[NH2:23], predict the reactants needed to synthesize it. The reactants are: [CH:1]1([C:4]2[N:5]=[CH:6][C:7]([C:15]([OH:17])=O)=[N:8][C:9]=2[O:10][CH2:11][CH:12]2[CH2:14][CH2:13]2)[CH2:3][CH2:2]1.Cl.[NH2:19][C@@H:20]([CH2:24][C:25]1[CH:30]=[CH:29][CH:28]=[CH:27][CH:26]=1)[C:21]([NH2:23])=[O:22]. (2) Given the product [I:21][C:19]1[CH:18]=[CH:17][N:16]2[C:1](=[O:12])[NH:14][N:13]=[C:15]2[CH:20]=1, predict the reactants needed to synthesize it. The reactants are: [C:1](=[O:12])(OC(Cl)(Cl)Cl)OC(Cl)(Cl)Cl.[NH:13]([C:15]1[CH:20]=[C:19]([I:21])[CH:18]=[CH:17][N:16]=1)[NH2:14].C(N(CC)CC)C.O. (3) The reactants are: [F:1][C:2]1([F:33])[O:6][C:5]2[CH:7]=[CH:8][C:9]([C:11]3([C:14]([NH:16][C:17]4[CH:18]=[CH:19][C:20]([CH3:32])=[C:21]([C:23]5[CH:28]=[CH:27][CH:26]=[C:25]([C:29](O)=[O:30])[CH:24]=5)[CH:22]=4)=[O:15])[CH2:13][CH2:12]3)=[CH:10][C:4]=2[O:3]1.[CH3:34][S:35]([NH2:38])(=[O:37])=[O:36].C(Cl)CCl. Given the product [F:33][C:2]1([F:1])[O:6][C:5]2[CH:7]=[CH:8][C:9]([C:11]3([C:14]([NH:16][C:17]4[CH:18]=[CH:19][C:20]([CH3:32])=[C:21]([C:23]5[CH:28]=[CH:27][CH:26]=[C:25]([C:29]([NH:38][S:35]([CH3:34])(=[O:37])=[O:36])=[O:30])[CH:24]=5)[CH:22]=4)=[O:15])[CH2:13][CH2:12]3)=[CH:10][C:4]=2[O:3]1, predict the reactants needed to synthesize it. (4) Given the product [N:13]1[CH:18]=[CH:17][C:16]([CH:19]([C:3]2[CH:8]=[CH:7][C:6]([C:9]([F:12])([F:11])[F:10])=[CH:5][CH:4]=2)[OH:20])=[CH:15][CH:14]=1, predict the reactants needed to synthesize it. The reactants are: [Mg].Br[C:3]1[CH:8]=[CH:7][C:6]([C:9]([F:12])([F:11])[F:10])=[CH:5][CH:4]=1.[N:13]1[CH:18]=[CH:17][C:16]([CH:19]=[O:20])=[CH:15][CH:14]=1.[Cl-].[NH4+].